The task is: Regression/Classification. Given a drug SMILES string, predict its absorption, distribution, metabolism, or excretion properties. Task type varies by dataset: regression for continuous measurements (e.g., permeability, clearance, half-life) or binary classification for categorical outcomes (e.g., BBB penetration, CYP inhibition). Dataset: cyp3a4_veith.. This data is from CYP3A4 inhibition data for predicting drug metabolism from PubChem BioAssay. (1) The molecule is CNc1ncncc1-c1ccc(C(=O)N(C)C)cc1. The result is 1 (inhibitor). (2) The molecule is Nc1ncnc2c1ncn2CCCCC(=O)O. The result is 0 (non-inhibitor). (3) The molecule is Cc1nn(Cc2c(F)c(F)c(F)c(F)c2F)c(C)c1NC(=O)c1cccc(COc2ccc(Cl)cc2)c1. The result is 0 (non-inhibitor).